From a dataset of Full USPTO retrosynthesis dataset with 1.9M reactions from patents (1976-2016). Predict the reactants needed to synthesize the given product. (1) Given the product [NH:23]1[C:31]2[C:26](=[CH:27][CH:28]=[C:29]([NH:32][C:10]([NH:9][C:4]3[CH:5]=[C:6]([F:8])[CH:7]=[C:2]([Cl:1])[CH:3]=3)=[N:12][C:13](=[O:22])[CH2:14][C:15]3[CH:20]=[CH:19][C:18]([Cl:21])=[CH:17][CH:16]=3)[CH:30]=2)[CH:25]=[N:24]1, predict the reactants needed to synthesize it. The reactants are: [Cl:1][C:2]1[CH:3]=[C:4]([NH:9][C:10]([NH:12][C:13](=[O:22])[CH2:14][C:15]2[CH:20]=[CH:19][C:18]([Cl:21])=[CH:17][CH:16]=2)=S)[CH:5]=[C:6]([F:8])[CH:7]=1.[NH:23]1[C:31]2[C:26](=[CH:27][CH:28]=[C:29]([NH2:32])[CH:30]=2)[CH:25]=[N:24]1.C(Cl)CCl. (2) Given the product [O:1]1[C:5]2[CH:6]=[CH:7][CH:8]=[CH:9][C:4]=2[C:3]([CH2:10][CH2:11][N:12]2[CH2:13][CH:14]=[C:15]([C:18]3[C:26]4[C:21](=[CH:22][CH:23]=[CH:24][CH:25]=4)[N:20]([CH3:27])[CH:19]=3)[CH2:16][CH2:17]2)=[CH:2]1, predict the reactants needed to synthesize it. The reactants are: [O:1]1[C:5]2[CH:6]=[CH:7][CH:8]=[CH:9][C:4]=2[C:3]([CH2:10][CH2:11][N:12]2[CH2:17][CH:16]=[C:15]([C:18]3[C:26]4[C:21](=[CH:22][CH:23]=[CH:24][CH:25]=4)[NH:20][CH:19]=3)[CH2:14][CH2:13]2)=[CH:2]1.[CH3:27]CCCCC.CI. (3) Given the product [F:29][C:28]([F:31])([F:30])[C:47]([OH:48])=[O:50].[CH3:32][C:17]1[CH:16]=[C:15]([C:12]2[S:11][C:10]([C:2]3[CH2:8][CH2:7][NH:6][C:5](=[O:9])[CH2:4][CH:3]=3)=[N:14][CH:13]=2)[CH:20]=[C:19]([NH:21][C:22]2[N:27]=[C:26]([C:28]([F:30])([F:31])[F:29])[CH:25]=[CH:24][N:23]=2)[CH:18]=1.[CH3:32][C:17]1[CH:16]=[C:15]([C:12]2[S:11][C:10]([C:2]3[CH2:3][CH2:4][C:5](=[O:9])[NH:6][CH2:7][CH:8]=3)=[N:14][CH:13]=2)[CH:20]=[C:19]([NH:21][C:22]2[N:27]=[C:26]([C:28]([F:30])([F:31])[F:29])[CH:25]=[CH:24][N:23]=2)[CH:18]=1, predict the reactants needed to synthesize it. The reactants are: O[C:2]1([C:10]2[S:11][C:12]([C:15]3[CH:20]=[C:19]([NH:21][C:22]4[N:27]=[C:26]([C:28]([F:31])([F:30])[F:29])[CH:25]=[CH:24][N:23]=4)[CH:18]=[C:17]([CH3:32])[CH:16]=3)=[CH:13][N:14]=2)[CH2:8][CH2:7][NH:6][C:5](=[O:9])[CH2:4][CH2:3]1.O=P12OP3(OP(OP(O3)(O1)=O)(=O)O2)=O.[C:47](=[O:50])(O)[O-:48].[Na+]. (4) Given the product [F:1][C:2]1[CH:3]=[C:4]2[C:9](=[CH:10][CH:11]=1)[N:8]=[C:7]([O:12][CH3:13])[C:6]([NH:14][C:15]([N:31]1[CH2:32][CH2:33][N:28]([C:22]3[C:23]([CH3:27])=[CH:24][CH:25]=[CH:26][C:21]=3[CH3:20])[CH2:29][CH2:30]1)=[O:19])=[N:5]2, predict the reactants needed to synthesize it. The reactants are: [F:1][C:2]1[CH:3]=[C:4]2[C:9](=[CH:10][CH:11]=1)[N:8]=[C:7]([O:12][CH3:13])[C:6]([NH:14][C:15](=[O:19])OCC)=[N:5]2.[CH3:20][C:21]1[CH:26]=[CH:25][CH:24]=[C:23]([CH3:27])[C:22]=1[N:28]1[CH2:33][CH2:32][NH:31][CH2:30][CH2:29]1.